The task is: Predict the product of the given reaction.. This data is from Forward reaction prediction with 1.9M reactions from USPTO patents (1976-2016). (1) The product is: [C:1]([O:5][C:6](=[O:7])[NH:8][C@@H:9]([CH2:30][C:31]1[CH:36]=[CH:35][CH:34]=[CH:33][CH:32]=1)[C@@H:10]([OH:29])[C@@H:11]([NH:15][CH2:16][C:17]1[CH:22]=[CH:21][C:20]([O:23][CH3:24])=[C:19]([O:25][CH3:26])[C:18]=1[O:27][CH3:28])[C:12](=[O:14])[NH:37][C@H:38]([C:39](=[O:40])[NH:41][CH2:42][C:43]1[CH:48]=[CH:47][C:46]([O:49][CH3:50])=[CH:45][C:44]=1[OH:51])[CH:52]([CH3:54])[CH3:53])([CH3:3])([CH3:4])[CH3:2]. Given the reactants [C:1]([O:5][C:6]([NH:8][C@@H:9]([CH2:30][C:31]1[CH:36]=[CH:35][CH:34]=[CH:33][CH:32]=1)[C@H:10]([OH:29])[C@@H:11]([NH:15][CH2:16][C:17]1[CH:22]=[CH:21][C:20]([O:23][CH3:24])=[C:19]([O:25][CH3:26])[C:18]=1[O:27][CH3:28])[C:12]([OH:14])=O)=[O:7])([CH3:4])([CH3:3])[CH3:2].[NH2:37][C@@H:38]([CH:52]([CH3:54])[CH3:53])[C:39]([NH:41][CH2:42][C:43]1[CH:48]=[CH:47][C:46]([O:49][CH3:50])=[CH:45][C:44]=1[OH:51])=[O:40], predict the reaction product. (2) The product is: [CH:1]([C:4]1[C:8]([CH2:9][O:10][C:11]2[CH:15]=[C:14]([CH2:16][CH2:17][C:18]([OH:20])=[O:19])[N:13]([CH3:23])[N:12]=2)=[CH:7][N:6]([C:24]2[CH:29]=[CH:28][C:27]([C:30]([F:31])([F:32])[F:33])=[CH:26][N:25]=2)[N:5]=1)([CH3:3])[CH3:2]. Given the reactants [CH:1]([C:4]1[C:8]([CH2:9][O:10][C:11]2[CH:15]=[C:14](/[CH:16]=[CH:17]/[C:18]([O:20]CC)=[O:19])[N:13]([CH3:23])[N:12]=2)=[CH:7][N:6]([C:24]2[CH:29]=[CH:28][C:27]([C:30]([F:33])([F:32])[F:31])=[CH:26][N:25]=2)[N:5]=1)([CH3:3])[CH3:2], predict the reaction product. (3) Given the reactants [NH2:1][C@H:2]1[CH2:7][CH2:6][CH2:5][CH2:4][C@H:3]1[NH:8][C:9](=[O:26])[C:10]1[C:15]([C:16]([F:19])([F:18])[F:17])=[CH:14][C:13]([C:20]([F:23])([F:22])[F:21])=[CH:12][C:11]=1[O:24][CH3:25].[CH:27](=O)[C:28]1[CH:33]=[CH:32][CH:31]=[CH:30][CH:29]=1, predict the reaction product. The product is: [CH2:27]([NH:1][CH:2]1[CH2:7][CH2:6][CH2:5][CH2:4][CH:3]1[NH:8][C:9](=[O:26])[C:10]1[C:15]([C:16]([F:19])([F:18])[F:17])=[CH:14][C:13]([C:20]([F:21])([F:22])[F:23])=[CH:12][C:11]=1[O:24][CH3:25])[C:28]1[CH:33]=[CH:32][CH:31]=[CH:30][CH:29]=1. (4) Given the reactants [Cl:1][C:2]1[N:3]=[C:4](Cl)[C:5]2[CH:10]=[C:9]([CH2:11][CH3:12])[S:8][C:6]=2[N:7]=1.C(N(C(C)C)CC)(C)C.[C:23]1([CH2:29][C:30]([N:32]2[CH2:37][CH2:36][NH:35][CH2:34][CH2:33]2)=[O:31])[CH:28]=[CH:27][CH:26]=[CH:25][CH:24]=1, predict the reaction product. The product is: [Cl:1][C:2]1[N:3]=[C:4]([N:35]2[CH2:36][CH2:37][N:32]([C:30](=[O:31])[CH2:29][C:23]3[CH:24]=[CH:25][CH:26]=[CH:27][CH:28]=3)[CH2:33][CH2:34]2)[C:5]2[CH:10]=[C:9]([CH2:11][CH3:12])[S:8][C:6]=2[N:7]=1.